Dataset: Full USPTO retrosynthesis dataset with 1.9M reactions from patents (1976-2016). Task: Predict the reactants needed to synthesize the given product. (1) Given the product [Cl:23][C:24]1[CH:25]=[C:26]([CH:29]=[CH:30][C:31]=1[O:20][C@H:15]([C:13]1[CH:12]=[CH:11][CH:10]=[C:9]([C:6]2[CH:5]=[CH:4][C:3]([C:2]([F:21])([F:1])[F:22])=[CH:8][CH:7]=2)[N:14]=1)[CH2:16][CH2:17][CH2:18][CH3:19])[CH:27]=[O:28], predict the reactants needed to synthesize it. The reactants are: [F:1][C:2]([F:22])([F:21])[C:3]1[CH:8]=[CH:7][C:6]([C:9]2[N:14]=[C:13]([C@H:15]([OH:20])[CH2:16][CH2:17][CH2:18][CH3:19])[CH:12]=[CH:11][CH:10]=2)=[CH:5][CH:4]=1.[Cl:23][C:24]1[CH:25]=[C:26]([CH:29]=[CH:30][C:31]=1O)[CH:27]=[O:28]. (2) Given the product [Br:1][C:2]1[CH:10]=[C:9]([C@@H:11]([NH:15][C:24](=[O:23])[O:26][C:27]([CH3:30])([CH3:29])[CH3:28])[CH2:12][CH:13]=[CH2:14])[CH:8]=[C:4]([C:5](=[O:6])[NH2:7])[CH:3]=1, predict the reactants needed to synthesize it. The reactants are: [Br:1][C:2]1[CH:3]=[C:4]([CH:8]=[C:9]([C@@H:11]([NH:15][S@@](C(C)(C)C)=O)[CH2:12][CH:13]=[CH2:14])[CH:10]=1)[C:5]([NH2:7])=[O:6].Cl.[O:23](C(OC(C)(C)C)=O)[C:24]([O:26][C:27]([CH3:30])([CH3:29])[CH3:28])=O.[OH-].[Na+]. (3) Given the product [CH3:39][N:26]([CH3:25])[C:27]1[CH:35]=[C:34]([N+:36]([O-:38])=[O:37])[CH:33]=[CH:32][C:28]=1[C:29]([NH:48][CH2:47][CH2:46][N:43]1[CH2:44][CH2:45][O:40][CH2:41][CH2:42]1)=[O:31], predict the reactants needed to synthesize it. The reactants are: CN(C(ON1N=NC2C=CC=NC1=2)=[N+](C)C)C.F[P-](F)(F)(F)(F)F.[CH3:25][N:26]([CH3:39])[C:27]1[CH:35]=[C:34]([N+:36]([O-:38])=[O:37])[CH:33]=[CH:32][C:28]=1[C:29]([OH:31])=O.[O:40]1[CH2:45][CH2:44][N:43]([CH2:46][CH2:47][NH2:48])[CH2:42][CH2:41]1.CCN(C(C)C)C(C)C. (4) Given the product [OH:5][C:15]1[CH:14]=[CH:13][CH:12]=[C:11]2[C:10]=1[CH2:9][CH2:8][C:6]2=[O:7], predict the reactants needed to synthesize it. The reactants are: [Cl-].[Al+3].[Cl-].[Cl-].[O:5]1[C:15]2[C:10](=[CH:11][CH:12]=[CH:13][CH:14]=2)[CH2:9][CH2:8][C:6]1=[O:7]. (5) Given the product [CH3:38][N:39]([CH3:43])[C:25]1[CH:24]=[CH:23][C:17]2[N:2]([C:30](=[O:33])[CH3:31])[C:21]3[C:20]([S:19][C:18]=2[CH:26]=1)=[CH:12][C:10]([N:6]([CH3:5])[CH3:7])=[CH:11][CH:22]=3, predict the reactants needed to synthesize it. The reactants are: O.[NH2:2]N.C[CH2:5][N:6]([CH:10]([CH3:12])[CH3:11])[CH:7](C)C.O.O.O.[Cl-].[CH3:17][C:18]1[SH+:19][CH:20]=[CH:21][CH:22]=[CH:23][CH:24]=[CH:25][CH:26]=1.O.NN.[C:30]([O:33]C(=O)C)(=O)[CH3:31].C[CH2:38][N:39]([CH:43](C)C)C(C)C. (6) The reactants are: [CH3:1][O:2][C:3]1[CH:4]=[C:5]([CH:9]=[CH:10][C:11]=1[O:12][CH3:13])[CH2:6][NH:7][CH3:8].ClC([O:17][C:18]([Cl:21])(Cl)Cl)=O. Given the product [CH3:1][O:2][C:3]1[CH:4]=[C:5]([CH:9]=[CH:10][C:11]=1[O:12][CH3:13])[CH2:6][N:7]([CH3:8])[C:18]([Cl:21])=[O:17], predict the reactants needed to synthesize it.